From a dataset of Catalyst prediction with 721,799 reactions and 888 catalyst types from USPTO. Predict which catalyst facilitates the given reaction. Reactant: [C:1]([NH:9][CH:10]1[C:16](=[O:17])[N:15]2[CH:18]([C:22]([NH:24][CH:25]([C:34](=[O:38])[CH:35]=[N+]=[N-])[CH2:26][C:27]([O:29]C(C)(C)C)=[O:28])=[O:23])[CH2:19][CH2:20][CH2:21][N:14]2[C:13](=[O:39])[CH2:12][CH2:11]1)(=[O:8])[C:2]1[CH:7]=[CH:6][CH:5]=[CH:4][CH:3]=1.[BrH:40].C(O)(=O)C. Product: [Br:40][CH2:35][C:34](=[O:38])[CH:25]([NH:24][C:22]([CH:18]1[N:15]2[C:16](=[O:17])[CH:10]([NH:9][C:1](=[O:8])[C:2]3[CH:7]=[CH:6][CH:5]=[CH:4][CH:3]=3)[CH2:11][CH2:12][C:13](=[O:39])[N:14]2[CH2:21][CH2:20][CH2:19]1)=[O:23])[CH2:26][C:27]([OH:29])=[O:28]. The catalyst class is: 4.